From a dataset of Forward reaction prediction with 1.9M reactions from USPTO patents (1976-2016). Predict the product of the given reaction. (1) Given the reactants [Br:1][C:2]1[CH:3]=[C:4]([S:9]([NH2:12])(=[O:11])=[O:10])[CH:5]=[N:6][C:7]=1Cl.[CH:13]1([NH2:19])[CH2:18][CH2:17][CH2:16][CH2:15][CH2:14]1, predict the reaction product. The product is: [Br:1][C:2]1[CH:3]=[C:4]([S:9]([NH2:12])(=[O:11])=[O:10])[CH:5]=[N:6][C:7]=1[NH:19][CH:13]1[CH2:18][CH2:17][CH2:16][CH2:15][CH2:14]1. (2) Given the reactants CC(OC([NH:8][C:9]1([C:15]([O:17][CH3:18])=[O:16])[CH2:14][CH2:13][O:12][CH2:11][CH2:10]1)=O)(C)C.C(O)(C(F)(F)F)=O, predict the reaction product. The product is: [NH2:8][C:9]1([C:15]([O:17][CH3:18])=[O:16])[CH2:10][CH2:11][O:12][CH2:13][CH2:14]1. (3) Given the reactants [CH:1]1([CH2:7][C:8]2[N:9]=[N:10][N:11]([C@@H:13]3[C@H:17]4[O:18][CH2:19][C@H:20]([NH2:21])[C@H:16]4[O:15][CH2:14]3)[CH:12]=2)[CH2:6][CH2:5][CH2:4][CH2:3][CH2:2]1.[C:22]([C:24]1[CH:25]=[C:26]([CH:30]=[CH:31][CH:32]=1)[C:27](O)=[O:28])#[N:23], predict the reaction product. The product is: [C:22]([C:24]1[CH:25]=[C:26]([CH:30]=[CH:31][CH:32]=1)[C:27]([NH:21][C@H:20]1[CH2:19][O:18][C@@H:17]2[C@@H:13]([N:11]3[CH:12]=[C:8]([CH2:7][CH:1]4[CH2:2][CH2:3][CH2:4][CH2:5][CH2:6]4)[N:9]=[N:10]3)[CH2:14][O:15][C@H:16]12)=[O:28])#[N:23]. (4) Given the reactants [NH2:1][C:2]1[CH:10]=[C:9]2[C:5]([C:6]([C:21]([NH:23][CH2:24][C:25]3[CH:30]=[CH:29][C:28]([F:31])=[C:27]([F:32])[CH:26]=3)=[O:22])=[C:7]([CH:18]([CH3:20])[CH3:19])[N:8]2[CH2:11][C:12]2[CH:17]=[CH:16][CH:15]=[CH:14][CH:13]=2)=[CH:4][C:3]=1[F:33].Cl[CH2:35][CH2:36][N:37]=[C:38]=[S:39], predict the reaction product. The product is: [CH2:11]([N:8]1[C:9]2[C:5](=[CH:4][C:3]([F:33])=[C:2]([NH:1][C:38]3[S:39][CH2:35][CH2:36][N:37]=3)[CH:10]=2)[C:6]([C:21]([NH:23][CH2:24][C:25]2[CH:30]=[CH:29][C:28]([F:31])=[C:27]([F:32])[CH:26]=2)=[O:22])=[C:7]1[CH:18]([CH3:19])[CH3:20])[C:12]1[CH:17]=[CH:16][CH:15]=[CH:14][CH:13]=1. (5) Given the reactants [NH2:1][C:2]1[N:7]=[C:6]([C:8]2[O:9][CH:10]=[CH:11][CH:12]=2)[C:5]([C:13]#[N:14])=[C:4](S(C)=O)[N:3]=1.[OH:18][CH2:19][CH2:20][C:21]1[CH:26]=[CH:25][CH:24]=[CH:23][N:22]=1.C1CCN2C(=NCCC2)CC1, predict the reaction product. The product is: [NH2:1][C:2]1[N:7]=[C:6]([C:8]2[O:9][CH:10]=[CH:11][CH:12]=2)[C:5]([C:13]#[N:14])=[C:4]([O:18][CH2:19][CH2:20][C:21]2[CH:26]=[CH:25][CH:24]=[CH:23][N:22]=2)[N:3]=1. (6) The product is: [NH2:9][C:4]1[CH:5]=[C:6]([Cl:8])[CH:7]=[C:2]([Cl:1])[C:3]=1[OH:12]. Given the reactants [Cl:1][C:2]1[CH:7]=[C:6]([Cl:8])[CH:5]=[C:4]([N+:9]([O-])=O)[C:3]=1[OH:12].NC1C=CC=C(Cl)C=1O, predict the reaction product. (7) Given the reactants [F:1][C:2]1[CH:15]=[CH:14][C:5]2[O:6][CH2:7][CH2:8][C:9]([C:11]([OH:13])=O)=[CH:10][C:4]=2[CH:3]=1.[NH2:16][C:17]1[CH:18]=[C:19]([Cl:31])[C:20]([NH:23][CH2:24][C:25]2[CH:30]=[CH:29][CH:28]=[CH:27][N:26]=2)=[N:21][CH:22]=1.Cl.C(N=C=NCCCN(C)C)C, predict the reaction product. The product is: [Cl:31][C:19]1[CH:18]=[C:17]([NH:16][C:11]([C:9]2[CH2:8][CH2:7][O:6][C:5]3[CH:14]=[CH:15][C:2]([F:1])=[CH:3][C:4]=3[CH:10]=2)=[O:13])[CH:22]=[N:21][C:20]=1[NH:23][CH2:24][C:25]1[CH:30]=[CH:29][CH:28]=[CH:27][N:26]=1. (8) Given the reactants [CH2:1]([O:5][C:6]1[C:15]2[C:10](=[CH:11][CH:12]=[C:13]([CH:16]=[C:17]3[S:21][C:20](=[S:22])[NH:19][C:18]3=[O:23])[CH:14]=2)C=CC=1C#N)[CH2:2][CH2:3][CH3:4].I[CH3:27].[CH:28]([N:31](C(C)C)CC)(C)C.[C:37](#[N:39])[CH3:38], predict the reaction product. The product is: [CH2:1]([O:5][C:6]1[C:15]2[C:10](=[CH:11][CH:12]=[C:13]([CH:16]=[C:17]3[S:21][C:20]([S:22][CH3:27])=[N:19][C:18]3=[O:23])[CH:14]=2)[N:39]=[CH:37][C:38]=1[C:28]#[N:31])[CH2:2][CH2:3][CH3:4]. (9) Given the reactants [CH:1]1([C:7]2[C:15]3[C:10](=[CH:11][C:12]([C:16]([O:18][CH3:19])=[O:17])=[CH:13][CH:14]=3)[NH:9][C:8]=2[C:20]2[CH:25]=[CH:24][CH:23]=[CH:22][C:21]=2[CH2:26][OH:27])[CH2:6][CH2:5][CH2:4][CH2:3][CH2:2]1.N1C=CN=C1.Cl[Si:34]([CH:41]([CH3:43])[CH3:42])([CH:38]([CH3:40])[CH3:39])[CH:35]([CH3:37])[CH3:36], predict the reaction product. The product is: [CH:1]1([C:7]2[C:15]3[C:10](=[CH:11][C:12]([C:16]([O:18][CH3:19])=[O:17])=[CH:13][CH:14]=3)[NH:9][C:8]=2[C:20]2[CH:25]=[CH:24][CH:23]=[CH:22][C:21]=2[CH2:26][O:27][Si:34]([CH:41]([CH3:43])[CH3:42])([CH:38]([CH3:40])[CH3:39])[CH:35]([CH3:37])[CH3:36])[CH2:6][CH2:5][CH2:4][CH2:3][CH2:2]1. (10) Given the reactants Cl.[C:2]([C:4]1[C:5](O)=[C:6]([C:10]2[N:20]=[CH:19][CH:18]=[CH:17][C:11]=2[C:12]([O:14][CH2:15][CH3:16])=[O:13])[CH:7]=[CH:8][CH:9]=1)#[N:3].CS(O[O:27][CH2:28][CH2:29][CH2:30][C:31]1[CH:36]=[CH:35][C:34]([O:37][CH3:38])=[CH:33][CH:32]=1)(=O)=O.C(=O)([O-])[O-].[K+].[K+], predict the reaction product. The product is: [C:2]([C:4]1[CH:5]=[C:6]([C:10]2[N:20]=[CH:19][CH:18]=[CH:17][C:11]=2[C:12]([O:14][CH2:15][CH3:16])=[O:13])[CH:7]=[CH:8][C:9]=1[O:27][CH2:28][CH2:29][CH2:30][C:31]1[CH:32]=[CH:33][C:34]([O:37][CH3:38])=[CH:35][CH:36]=1)#[N:3].